From a dataset of NCI-60 drug combinations with 297,098 pairs across 59 cell lines. Regression. Given two drug SMILES strings and cell line genomic features, predict the synergy score measuring deviation from expected non-interaction effect. Drug 1: C(CC(=O)O)C(=O)CN.Cl. Drug 2: C1=NNC2=C1C(=O)NC=N2. Cell line: NCI-H226. Synergy scores: CSS=8.33, Synergy_ZIP=-1.21, Synergy_Bliss=1.23, Synergy_Loewe=-0.0197, Synergy_HSA=1.81.